The task is: Predict the reaction yield, written as a fraction of the theoretical maximum amount of product (1.0 means a 100% yield; for example, 0.34 means a 34% yield).. This data is from Reaction yield outcomes from USPTO patents with 853,638 reactions. (1) The reactants are C[O:2][C:3]([C:5]1[CH:10]=[CH:9][CH:8]=[C:7]([NH:11][C:12]([C:14]2[CH:19]=[C:18]([Cl:20])[CH:17]=[CH:16][N:15]=2)=[O:13])[N:6]=1)=O.O.[NH2:22][NH2:23]. The catalyst is C(O)C. The product is [Cl:20][C:18]1[CH:17]=[CH:16][N:15]=[C:14]([C:12]([NH:11][C:7]2[CH:8]=[CH:9][CH:10]=[C:5]([C:3]([NH:22][NH2:23])=[O:2])[N:6]=2)=[O:13])[CH:19]=1. The yield is 0.920. (2) The reactants are [CH2:1]([O:8][C:9](=[O:22])[NH:10][C@H:11]([C:15](=[O:21])[NH:16][CH2:17][CH2:18][CH:19]=O)[C@@H:12]([OH:14])[CH3:13])[C:2]1[CH:7]=[CH:6][CH:5]=[CH:4][CH:3]=1.[NH2:23][C@@H:24]([C@H:32]([C@@H:34]1[C@@H:38]([O:39][Si:40]([C:43]([CH3:46])([CH3:45])[CH3:44])([CH3:42])[CH3:41])[C@@H:37]([O:47][Si:48]([C:51]([CH3:54])([CH3:53])[CH3:52])([CH3:50])[CH3:49])[C@H:36]([N:55]2[CH:60]=[CH:59][C:58](=[O:61])[N:57]([CH2:62][C:63]3[CH:68]=[CH:67][C:66]([O:69][CH3:70])=[CH:65][CH:64]=3)[C:56]2=[O:71])[O:35]1)[OH:33])[C:25]([O:27][C:28]([CH3:31])([CH3:30])[CH3:29])=[O:26].C(O[BH-](OC(=O)C)OC(=O)C)(=O)C.[Na+]. The catalyst is C(O)(=O)C.O1CCCC1. The product is [Si:40]([O:39][C@H:38]1[C@@H:37]([O:47][Si:48]([C:51]([CH3:53])([CH3:54])[CH3:52])([CH3:49])[CH3:50])[C@H:36]([N:55]2[CH:60]=[CH:59][C:58](=[O:61])[N:57]([CH2:62][C:63]3[CH:68]=[CH:67][C:66]([O:69][CH3:70])=[CH:65][CH:64]=3)[C:56]2=[O:71])[O:35][CH:34]1[C@H:32]([OH:33])[C@@H:24]([C:25]([O:27][C:28]([CH3:31])([CH3:30])[CH3:29])=[O:26])[NH:23][CH2:19][CH2:18][CH2:17][NH:16][C:15](=[O:21])[C@H:11]([C@@H:12]([OH:14])[CH3:13])[NH:10][C:9](=[O:22])[O:8][CH2:1][C:2]1[CH:7]=[CH:6][CH:5]=[CH:4][CH:3]=1)([C:43]([CH3:44])([CH3:45])[CH3:46])([CH3:42])[CH3:41]. The yield is 0.540. (3) The reactants are [CH3:1][O:2][C:3]([NH:5][C@H:6]([C:10]([N:12]1[CH2:16][C@@H:15]([CH3:17])[CH2:14][C@H:13]1[C:18]1[NH:22][C:21]2[C:23]3[C:28]([CH:29]=[CH:30][C:20]=2[N:19]=1)=[CH:27][C:26]1[C:31]2[C:36]([CH2:37][O:38][C:25]=1[CH:24]=3)=[CH:35][C:34]([C:39]1[NH:43][C:42]([C@@H:44]3[CH2:48][CH2:47][CH2:46][N:45]3[C:49](OC(C)(C)C)=[O:50])=[N:41][CH:40]=1)=[CH:33][CH:32]=2)=[O:11])[CH:7]([CH3:9])[CH3:8])=[O:4].Cl.[CH3:57][O:58][C:59]([NH:61][C@H:62]([C:66]1[CH:71]=[CH:70][CH:69]=[CH:68][CH:67]=1)C(O)=O)=[O:60].CCOC(C(C#N)=NOC(N1CCOCC1)=[N+](C)C)=O.F[P-](F)(F)(F)(F)F.CCN(C(C)C)C(C)C. The catalyst is C(Cl)Cl.CO.CCOC(C)=O.CN(C=O)C.CO. The product is [CH3:1][O:2][C:3]([NH:5][C@@H:6]([CH:7]([CH3:9])[CH3:8])[C:10]([N:12]1[CH2:16][C@@H:15]([CH3:17])[CH2:14][C@H:13]1[C:18]1[NH:22][C:21]2[C:23]3[C:28]([CH:29]=[CH:30][C:20]=2[N:19]=1)=[CH:27][C:26]1[C:31]2[C:36]([CH2:37][O:38][C:25]=1[CH:24]=3)=[CH:35][C:34]([C:39]1[NH:43][C:42]([C@@H:44]3[CH2:48][CH2:47][CH2:46][N:45]3[C:49](=[O:50])[C@H:62]([NH:61][C:59](=[O:60])[O:58][CH3:57])[C:66]3[CH:71]=[CH:70][CH:69]=[CH:68][CH:67]=3)=[N:41][CH:40]=1)=[CH:33][CH:32]=2)=[O:11])=[O:4]. The yield is 0.450. (4) The reactants are [OH:1][CH:2]1[C:11]2[C:6](=[CH:7][CH:8]=[CH:9][CH:10]=2)[NH:5][C:4](=[O:12])[C:3]1([CH3:14])[CH3:13]. The catalyst is CN(C=O)C.C(Cl)Cl.O=[Mn]=O. The product is [CH3:13][C:3]1([CH3:14])[C:2](=[O:1])[C:11]2[C:6](=[CH:7][CH:8]=[CH:9][CH:10]=2)[NH:5][C:4]1=[O:12]. The yield is 0.690. (5) The reactants are [CH2:1]([O:8][C@@H:9]1[CH2:13][C@H:12]([OH:14])[C@@H:11]([C:15]2[N:19]([CH3:20])[N:18]=[CH:17][CH:16]=2)[CH2:10]1)[C:2]1[CH:7]=[CH:6][CH:5]=[CH:4][CH:3]=1.C(N(C(C)C)CC)(C)C.[CH3:30][O:31][CH2:32]Cl.O. The catalyst is ClCCl. The product is [CH2:1]([O:8][C@H:9]1[CH2:10][C@H:11]([C:15]2[N:19]([CH3:20])[N:18]=[CH:17][CH:16]=2)[C@@H:12]([O:14][CH2:30][O:31][CH3:32])[CH2:13]1)[C:2]1[CH:3]=[CH:4][CH:5]=[CH:6][CH:7]=1. The yield is 0.620. (6) The reactants are [C:1]([C:3]1[CH:4]=[C:5]([NH:9][S:10]([C:13]2[CH:14]=[CH:15][C:16]([O:31][CH3:32])=[C:17]3[C:22]=2[O:21][CH2:20][C@H:19]([N:23](C)[C:24](=O)C(F)(F)F)[CH2:18]3)(=[O:12])=[O:11])[CH:6]=[CH:7][CH:8]=1)#[N:2].[OH-].[Na+]. The catalyst is CO. The product is [C:1]([C:3]1[CH:4]=[C:5]([NH:9][S:10]([C:13]2[CH:14]=[CH:15][C:16]([O:31][CH3:32])=[C:17]3[C:22]=2[O:21][CH2:20][C@H:19]([NH:23][CH3:24])[CH2:18]3)(=[O:12])=[O:11])[CH:6]=[CH:7][CH:8]=1)#[N:2]. The yield is 0.460.